From a dataset of CYP3A4 inhibition data for predicting drug metabolism from PubChem BioAssay. Regression/Classification. Given a drug SMILES string, predict its absorption, distribution, metabolism, or excretion properties. Task type varies by dataset: regression for continuous measurements (e.g., permeability, clearance, half-life) or binary classification for categorical outcomes (e.g., BBB penetration, CYP inhibition). Dataset: cyp3a4_veith. The compound is c1c[nH]c(CN2CCN(Cc3ncc[nH]3)CC2)n1. The result is 0 (non-inhibitor).